Dataset: Catalyst prediction with 721,799 reactions and 888 catalyst types from USPTO. Task: Predict which catalyst facilitates the given reaction. (1) Reactant: C([N:8]1[CH2:12][CH2:11][C@H:10]([NH:13][C:14](=[O:19])[C:15]([F:18])([F:17])[F:16])[CH2:9]1)(OC(C)(C)C)=O. Product: [F:18][C:15]([F:16])([F:17])[C:14]([NH:13][C@H:10]1[CH2:11][CH2:12][NH:8][CH2:9]1)=[O:19]. The catalyst class is: 55. (2) Reactant: S(Cl)([Cl:3])=O.[NH2:5][C:6]1[N:15]=[C:14]([C:16]([N:18]2[CH2:26][C:25]3[C:20](=[CH:21][CH:22]=[CH:23][CH:24]=3)[CH2:19]2)=[O:17])[C:13]2[C:8](=[CH:9][CH:10]=[C:11]([C:27]3[CH:32]=[C:31]([F:33])[C:30]([F:34])=[CH:29][C:28]=3[CH2:35]O)[CH:12]=2)[N:7]=1. Product: [NH2:5][C:6]1[N:15]=[C:14]([C:16]([N:18]2[CH2:26][C:25]3[C:20](=[CH:21][CH:22]=[CH:23][CH:24]=3)[CH2:19]2)=[O:17])[C:13]2[C:8](=[CH:9][CH:10]=[C:11]([C:27]3[CH:32]=[C:31]([F:33])[C:30]([F:34])=[CH:29][C:28]=3[CH2:35][Cl:3])[CH:12]=2)[N:7]=1. The catalyst class is: 4.